Dataset: Full USPTO retrosynthesis dataset with 1.9M reactions from patents (1976-2016). Task: Predict the reactants needed to synthesize the given product. (1) Given the product [C:2]1([CH2:8][N:9]2[CH2:16][CH2:15][CH2:14][CH2:27][C@H:10]2[C:11]([N:23]2[CH2:18][CH2:17][CH2:22][CH2:21]2)=[O:13])[CH:3]=[CH:4][CH:5]=[CH:6][CH:7]=1, predict the reactants needed to synthesize it. The reactants are: Cl.[C:2]1([CH2:8][N:9]2[CH2:16][CH2:15][CH2:14][C@H:10]2[C:11]([OH:13])=O)[CH:7]=[CH:6][CH:5]=[CH:4][CH:3]=1.[CH:17]1[CH:18]=CC2N(O)N=[N:23][C:21]=2[CH:22]=1.[CH3:27]N1CCOCC1.N1CCCCC1.CCN=C=NCCCN(C)C. (2) Given the product [CH:35]1([N:38]([CH2:39][C:40]2[CH:45]=[CH:44][CH:43]=[C:42]([Cl:46])[C:41]=2[Cl:47])[C:32]([C@H:20]2[CH2:21][C@@H:22]([NH:24][C:65](=[O:67])[CH2:66][C:54]([CH3:56])([CH3:57])[CH3:55])[CH2:23][NH:18][CH2:19]2)=[O:33])[CH2:36][CH2:37]1, predict the reactants needed to synthesize it. The reactants are: C1C2C(COC([N:18]3[CH2:23][C@H:22]([NH:24]C(OC(C)(C)C)=O)[CH2:21][C@H:20]([C:32](O)=[O:33])[CH2:19]3)=O)C3C(=CC=CC=3)C=2C=CC=1.[CH:35]1([NH:38][CH2:39][C:40]2[CH:45]=[CH:44][CH:43]=[C:42]([Cl:46])[C:41]=2[Cl:47])[CH2:37][CH2:36]1.C(N([CH:54]([CH3:56])[CH3:55])C(C)C)C.[CH3:57]CCP(=O)=O.Cl.C[CH:65]([OH:67])[CH3:66]. (3) Given the product [O:1]1[C:5]2[CH:6]=[CH:7][C:8]([CH2:10][N:11]([CH2:30][CH:31]([CH3:33])[CH3:32])[C:12](=[O:29])[C@@H:13]([NH:21][C:47](=[O:48])[CH2:46][C:42]([CH3:45])([CH3:44])[CH3:43])[CH2:14][C:15]3[N:19]([CH3:20])[CH:18]=[N:17][CH:16]=3)=[CH:9][C:4]=2[CH:3]=[CH:2]1, predict the reactants needed to synthesize it. The reactants are: [O:1]1[C:5]2[CH:6]=[CH:7][C:8]([CH2:10][N:11]([CH2:30][CH:31]([CH3:33])[CH3:32])[C:12](=[O:29])[C@@H:13]([NH:21]C(=O)OC(C)(C)C)[CH2:14][C:15]3[N:19]([CH3:20])[CH:18]=[N:17][CH:16]=3)=[CH:9][C:4]=2[CH:3]=[CH:2]1.Cl.C(N(CC)CC)C.[C:42]([CH2:46][C:47](Cl)=[O:48])([CH3:45])([CH3:44])[CH3:43]. (4) Given the product [CH2:21]([N:13]1[C:14]2([CH2:17][CH2:18][CH2:19][CH2:20]2)[CH2:15][S:16][C:12]1=[N:11][C:4]1[CH:5]=[CH:6][C:7]([N+:8]([O-:10])=[O:9])=[C:2]([CH3:1])[CH:3]=1)[CH:22]([CH3:24])[CH3:23], predict the reactants needed to synthesize it. The reactants are: [CH3:1][C:2]1[CH:3]=[C:4]([N:11]=[C:12]2[S:16][CH2:15][C:14]3([CH2:20][CH2:19][CH2:18][CH2:17]3)[NH:13]2)[CH:5]=[CH:6][C:7]=1[N+:8]([O-:10])=[O:9].[CH2:21](Br)[CH:22]([CH3:24])[CH3:23].